Dataset: Full USPTO retrosynthesis dataset with 1.9M reactions from patents (1976-2016). Task: Predict the reactants needed to synthesize the given product. Given the product [CH2:20]([C:19]([C:16]1[CH:17]=[CH:18][C:13]([C:11]2[CH:12]=[C:7]([CH2:6][C:5]([OH:42])=[O:4])[CH:8]=[N:9][CH:10]=2)=[C:14]([CH3:41])[CH:15]=1)([C:22]1[CH:27]=[CH:26][C:25](/[CH:28]=[CH:29]/[C:30]2([OH:37])[CH2:36][CH2:35][CH2:34][CH2:33][CH2:32][CH2:31]2)=[C:24]([CH3:38])[CH:23]=1)[CH2:39][CH3:40])[CH3:21], predict the reactants needed to synthesize it. The reactants are: [OH-].[Na+].C[O:4][C:5](=[O:42])[CH2:6][C:7]1[CH:8]=[N:9][CH:10]=[C:11]([C:13]2[CH:18]=[CH:17][C:16]([C:19]([CH2:39][CH3:40])([C:22]3[CH:27]=[CH:26][C:25](/[CH:28]=[CH:29]/[C:30]4([OH:37])[CH2:36][CH2:35][CH2:34][CH2:33][CH2:32][CH2:31]4)=[C:24]([CH3:38])[CH:23]=3)[CH2:20][CH3:21])=[CH:15][C:14]=2[CH3:41])[CH:12]=1.C(=O)(O)[O-].[Na+].